Dataset: HIV replication inhibition screening data with 41,000+ compounds from the AIDS Antiviral Screen. Task: Binary Classification. Given a drug SMILES string, predict its activity (active/inactive) in a high-throughput screening assay against a specified biological target. (1) The drug is O=c1c2ncn(COCCCl)c2n(-c2ccccc2)c(=S)n1-c1ccccc1. The result is 0 (inactive). (2) The molecule is CC1(O)Oc2ccc3ccccc3c2C=C1C(N)=O. The result is 0 (inactive).